From a dataset of Forward reaction prediction with 1.9M reactions from USPTO patents (1976-2016). Predict the product of the given reaction. Given the reactants [CH3:1][N:2]([CH3:31])[C:3]1[N:12]=[C:11]([NH:13][CH2:14][C:15]2[CH:20]=[CH:19][C:18]([NH:21][C:22]([CH:24]3[CH2:29][CH2:28][NH:27][CH2:26][CH2:25]3)=[O:23])=[CH:17][CH:16]=2)[C:10]2[C:5](=[CH:6][C:7]([CH3:30])=[CH:8][CH:9]=2)[N:4]=1.[F:32][C:33]1[CH:40]=[C:39]([F:41])[CH:38]=[CH:37][C:34]=1[CH:35]=O, predict the reaction product. The product is: [F:32][C:33]1[CH:40]=[C:39]([F:41])[CH:38]=[CH:37][C:34]=1[CH2:35][N:27]1[CH2:28][CH2:29][CH:24]([C:22]([NH:21][C:18]2[CH:17]=[CH:16][C:15]([CH2:14][NH:13][C:11]3[C:10]4[C:5](=[CH:6][C:7]([CH3:30])=[CH:8][CH:9]=4)[N:4]=[C:3]([N:2]([CH3:31])[CH3:1])[N:12]=3)=[CH:20][CH:19]=2)=[O:23])[CH2:25][CH2:26]1.